This data is from Forward reaction prediction with 1.9M reactions from USPTO patents (1976-2016). The task is: Predict the product of the given reaction. (1) Given the reactants [F:1][C:2]1[CH:27]=[C:26]([F:28])[CH:25]=[CH:24][C:3]=1[CH2:4][O:5][C:6]1[N:7]=[C:8]([CH3:23])[N:9]([C:13]2[CH:14]=[C:15]([CH:19]=[CH:20][C:21]=2[CH3:22])[C:16]([OH:18])=[O:17])[C:10](=[O:12])[CH:11]=1.[Cl:29]N1C(=O)CCC1=O.ClC(Cl)C(O)=O, predict the reaction product. The product is: [Cl:29][C:11]1[C:10](=[O:12])[N:9]([C:13]2[CH:14]=[C:15]([CH:19]=[CH:20][C:21]=2[CH3:22])[C:16]([OH:18])=[O:17])[C:8]([CH3:23])=[N:7][C:6]=1[O:5][CH2:4][C:3]1[CH:24]=[CH:25][C:26]([F:28])=[CH:27][C:2]=1[F:1]. (2) Given the reactants [CH3:1][C:2]1[CH:12]=[CH:11][C:5]([C:6]([O:8][CH2:9][CH3:10])=[O:7])=[CH:4][C:3]=1[NH:13][C:14]([C:16]1[C:20]2[N:21]=[CH:22][N:23]=[C:24]([S:25][CH3:26])[C:19]=2[S:18][CH:17]=1)=[O:15].C1C=C(Cl)C=C(C(OO)=[O:35])C=1, predict the reaction product. The product is: [CH3:1][C:2]1[CH:12]=[CH:11][C:5]([C:6]([O:8][CH2:9][CH3:10])=[O:7])=[CH:4][C:3]=1[NH:13][C:14]([C:16]1[C:20]2[N:21]=[CH:22][N:23]=[C:24]([S:25]([CH3:26])=[O:35])[C:19]=2[S:18][CH:17]=1)=[O:15]. (3) The product is: [Zn+2:34].[Cl:1][C:2]1[C:10]2[CH:9]=[C:8]([O:11][CH2:12][C:13]3[CH:18]=[CH:17][C:16]([O:19][CH:20]([CH3:22])[CH3:21])=[C:15]([C:23]([F:24])([F:25])[F:26])[CH:14]=3)[CH:7]=[CH:6][C:5]=2[N:4]2[CH2:27][CH2:28][C@H:29]([CH2:30][C:31]([O-:33])=[O:32])[C:3]=12.[Cl:1][C:2]1[C:10]2[CH:9]=[C:8]([O:11][CH2:12][C:13]3[CH:18]=[CH:17][C:16]([O:19][CH:20]([CH3:22])[CH3:21])=[C:15]([C:23]([F:24])([F:25])[F:26])[CH:14]=3)[CH:7]=[CH:6][C:5]=2[N:4]2[CH2:27][CH2:28][C@H:29]([CH2:30][C:31]([O-:33])=[O:32])[C:3]=12. Given the reactants [Cl:1][C:2]1[C:10]2[CH:9]=[C:8]([O:11][CH2:12][C:13]3[CH:18]=[CH:17][C:16]([O:19][CH:20]([CH3:22])[CH3:21])=[C:15]([C:23]([F:26])([F:25])[F:24])[CH:14]=3)[CH:7]=[CH:6][C:5]=2[N:4]2[CH2:27][CH2:28][C@H:29]([CH2:30][C:31]([OH:33])=[O:32])[C:3]=12.[Zn:34](OC(C)=O)OC(C)=O.O, predict the reaction product. (4) Given the reactants [O:1]1[CH2:6][CH2:5][CH2:4][O:3][CH:2]1[CH2:7][CH2:8][N:9]1[CH2:14][CH2:13][CH:12]([N:15]([CH2:30][C:31]2[CH:36]=[CH:35][C:34]([F:37])=[CH:33][CH:32]=2)C(=O)CC2C=CC(OCC(C)C)=CC=2)[CH2:11][CH2:10]1.C(O)[C@@H](O)C, predict the reaction product. The product is: [O:1]1[CH2:6][CH2:5][CH2:4][O:3][CH:2]1[CH2:7][CH2:8][N:9]1[CH2:10][CH2:11][CH:12]([NH:15][CH2:30][C:31]2[CH:36]=[CH:35][C:34]([F:37])=[CH:33][CH:32]=2)[CH2:13][CH2:14]1.